This data is from Experimentally validated miRNA-target interactions with 360,000+ pairs, plus equal number of negative samples. The task is: Binary Classification. Given a miRNA mature sequence and a target amino acid sequence, predict their likelihood of interaction. (1) The miRNA is hsa-miR-3973 with sequence ACAAAGUACAGCAUUAGCCUUAG. The protein sequence of the target gene is MATAIRDVGVWRQTRTLLLKNYLIKCRTKKSSVQEILFPLFFLFWLILVSMMHPNKKYEEVSDIELSPMDKFSLSNVILGYTPVTNITSSIMQRVSTDHLPKVIVTEEYANEKELVAASLSKSSNFVGVVFKDTMSYELRFFPEMIPVSSIYMNSREGCSKTCDAAQYWSLGFTVLQASIDAAIIQLKTNVSVWSELESTKAVIMGEAAVVEIDTFPRGVILIYLVIAFSPFGYFLAIHIVAEKEKKLKEFLKIMGLHDTAFWLSWVLLYASLIFLMSLLMAVIATASSLFPQSSSIVIF.... Result: 0 (no interaction). (2) The miRNA is hsa-miR-185-3p with sequence AGGGGCUGGCUUUCCUCUGGUC. The protein sequence of the target gene is MGPVMPASKKAESSGISVSSGLSQRYRGSGFSKALQEDDDLDFPLPDIRLEEGAMEDEELTNLNWLHESKNLLKSFGESVLRSVSPVQDLDDDTPPSPAHSDMPYDARQNPNCKPPYSFSCLIFMAIEDSPTKRLPVKDIYNWILEHFPYFANAPTGWKNSVRHNLSLNKCFKKVDKERSQSIGKGSLWCIDPEYRQNLIQALKKTPYHPPPTPQAYQSTSGPPIWPGSTFFKRNGALLQVSPGVIQNGARVLSRGLFPGVRPLPITPIGMTAAIRNSITSCRMRTESEPPCGSPVVSGD.... Result: 0 (no interaction). (3) The miRNA is hsa-miR-8053 with sequence UGGCGAUUUUGGAACUCAAUGGCA. The protein sequence of the target gene is MVMAEGTAVLRRNRPGTKAQDFYNWPDESFDEMDSTLAVQQYIQQNIRADCSNIDKILEPPEGQDEGVWKYEHLRQFCLELNGLAVKLQSECHPDTCTQMTATEQWIFLCAAHKTPKECPAIDYTRHTLDGAACLLNSNKYFPSRVSIKESSVAKLGSVCRRIYRIFSHAYFHHRQIFDEYENETFLCHRFTKFVMKYNLMSKDNLIVPILEEEVQNSVSGESEA. Result: 0 (no interaction). (4) The miRNA is hsa-miR-1233-5p with sequence AGUGGGAGGCCAGGGCACGGCA. The protein sequence of the target gene is MAYHGLTVPLIVMSVFWGFVGFLVPWFIPKGPNRGVIITMLVTCSVCCYLFWLIAILAQLNPLFGPQLKNETIWYLKYHWP. Result: 0 (no interaction). (5) The miRNA is hsa-miR-92a-3p with sequence UAUUGCACUUGUCCCGGCCUGU. The protein sequence of the target gene is MSNRPNNNPGGSLRRSQRNTAGAQPQDDSIGGRSCSSSSAVIVPQPEDPDRANTSERQKTGQVPKKDNSRGVKRSASPDYNRTNSPSSAKKPKALQHTESPSETNKPHSKSKKRHLDQEQQLKSAQSPSTSKAHTRKSGATGGSRSQKRKRTESSCVKSGSGSESTGAEERSAKPTKLASKSATSAKAGCSTITDSSSAASTSSSSSAVASASSTVPPGARVKQGKDQNKARRSRSASSPSPRRSSREKEQSKTGGSSKFDWAARFSPKVSLPKTKLSLPGSSKSETSKPGPSGLQAKLA.... Result: 1 (interaction). (6) The miRNA is hsa-miR-3138 with sequence UGUGGACAGUGAGGUAGAGGGAGU. The protein sequence of the target gene is MGTGAGGPSVLALLFAVCAPLRLQAEELGDGCGHIVTSQDSGTMTSKNYPGTYPNYTVCEKIITVPKGKRLILRLGDLNIESKTCASDYLLFSSATDQYGPYCGSWAVPKELRLNSNEVTVLFKSGSHISGRGFLLTYASSDHPDLITCLERGSHYFEEKYSKFCPAGCRDIAGDISGNTKDGYRDTSLLCKAAIHAGIITDELGGHINLLQSKGISHYEGLLANGVLSRHGSLSEKRFLFTTPGMNITTVAIPSVIFIALLLTGMGIFAICRKRKKKGNPYVSADAQKTGCWKQIKYPF.... Result: 0 (no interaction). (7) The miRNA is hsa-miR-548o-3p with sequence CCAAAACUGCAGUUACUUUUGC. The protein sequence of the target gene is MPGEQQAEEEEEEEMQEEMVLLVKGEEDEGEEKYEVVKLKIPMDNKEVPGEAPAPSADPARPHACPDCGRAFARRSTLAKHARTHTGERPFGCTECGRRFSQKSALTKHGRTHTGERPYECPECDKRFSAASNLRQHRRRHTGEKPYACAHCGRRFAQSSNYAQHLRVHTGEKPYACPDCGRAFGGSSCLARHRRTHTGERPYACADCGTRFAQSSALAKHRRVHTGEKPHRCAVCGRRFGHRSNLAEHARTHTGERPYPCAECGRRFRLSSHFIRHRRAHMRRRLYICAGCGRDFKLPP.... Result: 0 (no interaction).